From a dataset of Peptide-MHC class I binding affinity with 185,985 pairs from IEDB/IMGT. Regression. Given a peptide amino acid sequence and an MHC pseudo amino acid sequence, predict their binding affinity value. This is MHC class I binding data. The peptide sequence is VFPGLMEL. The MHC is H-2-Kd with pseudo-sequence H-2-Kd. The binding affinity (normalized) is 0.0148.